Dataset: Reaction yield outcomes from USPTO patents with 853,638 reactions. Task: Predict the reaction yield, written as a fraction of the theoretical maximum amount of product (1.0 means a 100% yield; for example, 0.34 means a 34% yield). (1) The reactants are [C:1]([C:3]1[CH:4]=[CH:5][C:6]([C:9]2[N:13]([C:14]3[CH:15]=[N:16][C:17]([O:20][CH3:21])=[CH:18][CH:19]=3)[N:12]=[C:11]([C:22]([N:24]3[CH2:29][CH2:28][C:27]([F:31])([F:30])[CH2:26][CH2:25]3)=[O:23])[N:10]=2)=[N:7][CH:8]=1)#[N:2].[H][H]. The catalyst is N.C(O)C. The product is [NH2:2][CH2:1][C:3]1[CH:4]=[CH:5][C:6]([C:9]2[N:13]([C:14]3[CH:15]=[N:16][C:17]([O:20][CH3:21])=[CH:18][CH:19]=3)[N:12]=[C:11]([C:22]([N:24]3[CH2:25][CH2:26][C:27]([F:30])([F:31])[CH2:28][CH2:29]3)=[O:23])[N:10]=2)=[N:7][CH:8]=1. The yield is 0.780. (2) The reactants are Br[CH2:2][C:3]([C:5]12[CH2:14][CH:9]3[CH2:10][CH:11]([CH2:13][CH:7]([CH2:8]3)[CH2:6]1)[CH2:12]2)=[O:4].[CH3:15][C:16]1[CH:21]=[CH:20][C:19]([SH:22])=[CH:18][CH:17]=1. The catalyst is C(#N)C.C(N(CC)CC)C. The product is [C:5]12([C:3](=[O:4])[CH2:2][S:22][C:19]3[CH:20]=[CH:21][C:16]([CH3:15])=[CH:17][CH:18]=3)[CH2:14][CH:9]3[CH2:10][CH:11]([CH2:13][CH:7]([CH2:8]3)[CH2:6]1)[CH2:12]2. The yield is 0.710. (3) The reactants are B(F)(F)F.CCOCC.[CH2:10]([SH:14])[CH2:11][CH2:12][SH:13].[F:15][C:16]1[CH:17]=[C:18]([CH:21]=[CH:22][CH:23]=1)[CH:19]=O.CCOC(C)=O.CCCCCC. The catalyst is C(Cl)Cl.CCCCCC. The product is [F:15][C:16]1[CH:17]=[C:18]([CH:19]2[S:14][CH2:10][CH2:11][CH2:12][S:13]2)[CH:21]=[CH:22][CH:23]=1. The yield is 0.970. (4) The reactants are Cl[C:2]1[N:7]=[C:6]([NH:8][C:9]2[CH:14]=[CH:13][CH:12]=[C:11]([OH:15])[CH:10]=2)[C:5]([F:16])=[CH:4][N:3]=1.[NH2:17][CH2:18][CH2:19][C:20]1[C:28]2[C:23](=[CH:24][CH:25]=[CH:26][CH:27]=2)[NH:22][CH:21]=1. No catalyst specified. The product is [F:16][C:5]1[C:6]([NH:8][C:9]2[CH:14]=[CH:13][CH:12]=[C:11]([OH:15])[CH:10]=2)=[N:7][C:2]([NH:17][CH2:18][CH2:19][C:20]2[C:28]3[C:23](=[CH:24][CH:25]=[CH:26][CH:27]=3)[NH:22][CH:21]=2)=[N:3][CH:4]=1. The yield is 0.530. (5) The catalyst is CO.O1CCOCC1. The product is [ClH:34].[ClH:42].[ClH:34].[ClH:34].[ClH:34].[Cl:34][C:19]1[N:20]=[C:21]([N:24]2[CH2:28][CH2:27][CH:26]([N:29]([CH3:31])[CH3:30])[C:25]2([CH3:32])[CH3:33])[C:22]([F:23])=[C:17]([NH:9][NH2:8])[N:18]=1. The reactants are CC(OC([N:8](C(OC(C)(C)C)=O)[N:9]([C:17]1[C:22]([F:23])=[C:21]([N:24]2[CH2:28][CH2:27][CH:26]([N:29]([CH3:31])[CH3:30])[C:25]2([CH3:33])[CH3:32])[N:20]=[C:19]([Cl:34])[N:18]=1)C(OC(C)(C)C)=O)=O)(C)C.[ClH:42]. The yield is 0.990.